This data is from Full USPTO retrosynthesis dataset with 1.9M reactions from patents (1976-2016). The task is: Predict the reactants needed to synthesize the given product. (1) The reactants are: [Br:1][C:2]1[CH:10]=[C:9]2[C:5]([C:6]([CH3:13])([CH3:12])[C:7](=[O:11])[NH:8]2)=[CH:4][CH:3]=1.Br[CH2:15][CH2:16][CH2:17][S:18][CH:19]1[CH2:21][CH2:20]1. Given the product [Br:1][C:2]1[CH:10]=[C:9]2[C:5]([C:6]([CH3:13])([CH3:12])[C:7](=[O:11])[N:8]2[CH2:15][CH2:16][CH2:17][S:18][CH:19]2[CH2:21][CH2:20]2)=[CH:4][CH:3]=1, predict the reactants needed to synthesize it. (2) The reactants are: O[CH2:2][CH2:3][N:4]1[CH2:9][CH2:8][C:7]2[S:10][CH:11]=[CH:12][C:6]=2[CH2:5]1.S(Cl)([Cl:15])=O. Given the product [ClH:15].[Cl:15][CH2:2][CH2:3][N:4]1[CH2:9][CH2:8][C:7]2[S:10][CH:11]=[CH:12][C:6]=2[CH2:5]1, predict the reactants needed to synthesize it. (3) Given the product [OH:20][C@H:17]1[CH2:18][CH2:19][N:15]([C:10]2[C:11]([C:13]#[N:14])=[N:12][C:7]([C:5]3[CH:4]=[CH:3][N:37]=[C:35]([NH:34][C:31]4[CH:30]=[CH:29][C:28]([N:22]5[CH2:27][CH2:26][O:25][CH2:24][CH2:23]5)=[CH:33][CH:32]=4)[N:36]=3)=[CH:8][CH:9]=2)[CH2:16]1, predict the reactants needed to synthesize it. The reactants are: CN(C)/[CH:3]=[CH:4]/[C:5]([C:7]1[N:12]=[C:11]([C:13]#[N:14])[C:10]([N:15]2[CH2:19][CH2:18][C@H:17]([OH:20])[CH2:16]2)=[CH:9][CH:8]=1)=O.[N:22]1([C:28]2[CH:33]=[CH:32][C:31]([NH:34][C:35]([NH2:37])=[NH:36])=[CH:30][CH:29]=2)[CH2:27][CH2:26][O:25][CH2:24][CH2:23]1. (4) Given the product [CH3:41][O:40][C:38](=[O:39])[CH2:37][C:34]1[CH:33]=[CH:32][C:31]([CH2:30][N:15]([CH2:14][C:10]2[N:9]([CH2:8][CH2:7][CH2:6][N:52]3[CH2:53][CH2:54][C:55]4([CH2:60][CH2:59][N:58]([C:61]([O:63][C:64]([CH3:67])([CH3:66])[CH3:65])=[O:62])[CH2:57][CH2:56]4)[CH2:51]3)[CH:13]=[CH:12][N:11]=2)[CH2:16][C:17]2[N:18]([CH2:22][O:23][CH2:24][CH2:25][Si:26]([CH3:27])([CH3:28])[CH3:29])[CH:19]=[CH:20][N:21]=2)=[CH:36][CH:35]=1, predict the reactants needed to synthesize it. The reactants are: CS(O[CH2:6][CH2:7][CH2:8][N:9]1[CH:13]=[CH:12][N:11]=[C:10]1[CH2:14][N:15]([CH2:30][C:31]1[CH:36]=[CH:35][C:34]([CH2:37][C:38]([O:40][CH3:41])=[O:39])=[CH:33][CH:32]=1)[CH2:16][C:17]1[N:18]([CH2:22][O:23][CH2:24][CH2:25][Si:26]([CH3:29])([CH3:28])[CH3:27])[CH:19]=[CH:20][N:21]=1)(=O)=O.C(N(C(C)C)CC)(C)C.[CH2:51]1[C:55]2([CH2:60][CH2:59][N:58]([C:61]([O:63][C:64]([CH3:67])([CH3:66])[CH3:65])=[O:62])[CH2:57][CH2:56]2)[CH2:54][CH2:53][NH:52]1.O.